Dataset: Peptide-MHC class I binding affinity with 185,985 pairs from IEDB/IMGT. Task: Regression. Given a peptide amino acid sequence and an MHC pseudo amino acid sequence, predict their binding affinity value. This is MHC class I binding data. The peptide sequence is MTMRRRLFK. The MHC is HLA-B40:01 with pseudo-sequence HLA-B40:01. The binding affinity (normalized) is 0.0847.